Dataset: Peptide-MHC class I binding affinity with 185,985 pairs from IEDB/IMGT. Task: Regression. Given a peptide amino acid sequence and an MHC pseudo amino acid sequence, predict their binding affinity value. This is MHC class I binding data. (1) The peptide sequence is LAIDMSHFI. The MHC is Mamu-A70103 with pseudo-sequence Mamu-A70103. The binding affinity (normalized) is 0.335. (2) The binding affinity (normalized) is 0.307. The peptide sequence is LSDIISAEK. The MHC is HLA-A31:01 with pseudo-sequence HLA-A31:01.